Dataset: Acute oral toxicity (LD50) regression data from Zhu et al.. Task: Regression/Classification. Given a drug SMILES string, predict its toxicity properties. Task type varies by dataset: regression for continuous values (e.g., LD50, hERG inhibition percentage) or binary classification for toxic/non-toxic outcomes (e.g., AMES mutagenicity, cardiotoxicity, hepatotoxicity). Dataset: ld50_zhu. (1) The drug is C=CC(C)NC(=S)NNC(=S)NC. The rat oral LD50 is 2.34, given as -log10 of the dose in mol/kg body weight (higher means more acutely toxic). (2) The drug is N=C(Nc1ccccc1)Nc1ccccc1. The rat oral LD50 is 2.62, given as -log10 of the dose in mol/kg body weight (higher means more acutely toxic). (3) The molecule is ClCCOCCC(OCCCl)OCCCl. The rat oral LD50 is 2.60, given as -log10 of the dose in mol/kg body weight (higher means more acutely toxic). (4) The compound is CNC(=O)C(Cl)=C(C)OP(=O)(OC)OC. The rat oral LD50 is 3.89, given as -log10 of the dose in mol/kg body weight (higher means more acutely toxic). (5) The drug is CC1(C)CC(N)CC(C)(C)N1. The rat oral LD50 is 2.24, given as -log10 of the dose in mol/kg body weight (higher means more acutely toxic). (6) The compound is C=CCc1ccc(OC)cc1. The rat oral LD50 is 2.08, given as -log10 of the dose in mol/kg body weight (higher means more acutely toxic). (7) The molecule is CCOC(=O)c1c[n+](CC)c2n(c1=O)C(C)CCC2. The rat oral LD50 is 2.29, given as -log10 of the dose in mol/kg body weight (higher means more acutely toxic). (8) The drug is C1CCSC1. The rat oral LD50 is 1.70, given as -log10 of the dose in mol/kg body weight (higher means more acutely toxic). (9) The compound is FC(F)C(F)(F)Oc1ccccc1. The rat oral LD50 is 1.59, given as -log10 of the dose in mol/kg body weight (higher means more acutely toxic).